This data is from Serine/threonine kinase 33 screen with 319,792 compounds. The task is: Binary Classification. Given a drug SMILES string, predict its activity (active/inactive) in a high-throughput screening assay against a specified biological target. (1) The result is 0 (inactive). The compound is S=c1n(c2cc3OCCOc3cc2)\c([nH][nH]1)=C1\C(O)=CC(=O)C=C1. (2) The compound is S(CC(OCC(=O)Nc1c(cccc1)C(OC)=O)=O)c1sc(nn1)N. The result is 0 (inactive). (3) The compound is Brc1ccc(NC(=O)COC(=O)c2cc[n+]([O-])cc2)cc1. The result is 0 (inactive). (4) The compound is O=C(NC1CCCC1)CCc1onc(n1)c1cc(ccc1)C. The result is 0 (inactive).